From a dataset of Forward reaction prediction with 1.9M reactions from USPTO patents (1976-2016). Predict the product of the given reaction. Given the reactants F[C:2]1[CH:3]=[C:4]([C:11]2[CH:16]=[CH:15][CH:14]=[CH:13][CH:12]=2)[CH:5]=[CH:6][C:7]=1[N+:8]([O-:10])=[O:9].[OH:17][C:18]1[CH:25]=[CH:24][C:21]([C:22]#[N:23])=[CH:20][CH:19]=1.C([O-])([O-])=O.[Cs+].[Cs+], predict the reaction product. The product is: [N+:8]([C:7]1[CH:6]=[CH:5][C:4]([C:11]2[CH:16]=[CH:15][CH:14]=[CH:13][CH:12]=2)=[CH:3][C:2]=1[O:17][C:18]1[CH:25]=[CH:24][C:21]([C:22]#[N:23])=[CH:20][CH:19]=1)([O-:10])=[O:9].